From a dataset of Full USPTO retrosynthesis dataset with 1.9M reactions from patents (1976-2016). Predict the reactants needed to synthesize the given product. (1) Given the product [CH2:17]([N:12]1[C:13]2[C:8](=[CH:7][C:6]([C:4]([OH:5])=[O:3])=[C:15]([CH3:16])[CH:14]=2)[CH2:9][CH2:10][C:11]1=[O:19])[CH3:18], predict the reactants needed to synthesize it. The reactants are: C([O:3][C:4]([C:6]1[CH:7]=[C:8]2[C:13](=[CH:14][C:15]=1[CH3:16])[N:12]([CH2:17][CH3:18])[C:11](=[O:19])[CH2:10][CH2:9]2)=[O:5])C.[OH-].[Na+]. (2) Given the product [CH2:1]([NH:5][C:6]1[N:14]=[C:13]2[C:9]([N:10]=[C:11]([O:23][CH3:24])[N:12]2[CH2:15][CH2:16][CH2:17][CH:18]2[CH2:22][CH2:21][CH2:27][CH2:28][O:29]2)=[C:8]([NH2:25])[N:7]=1)[CH2:2][CH2:3][CH3:4], predict the reactants needed to synthesize it. The reactants are: [CH2:1]([NH:5][C:6]1[N:14]=[C:13]2[C:9]([N:10]=[C:11]([O:23][CH3:24])[N:12]2[CH2:15][CH2:16][CH2:17][CH:18]2[CH2:22][CH2:21]OC2)=[C:8]([NH2:25])[N:7]=1)[CH2:2][CH2:3][CH3:4].F[C:27](F)(F)[C:28](O)=[O:29].C(NC1NC2C(N=C(OC)N=2)=C(N)N=1)CCC.BrCCCC1CCCCO1. (3) Given the product [NH2:22][CH:19]1[CH2:18][CH2:17][N:16]([CH2:15][C:12]2([OH:14])[C:11]3=[C:2]([Cl:1])[CH:3]=[N:4][C:5]4[CH:6]=[CH:7][C:8](=[O:30])[N:9]([C:10]=43)[CH2:13]2)[CH2:21][CH2:20]1, predict the reactants needed to synthesize it. The reactants are: [Cl:1][C:2]1[CH:3]=[N:4][C:5]2[CH:6]=[CH:7][C:8](=[O:30])[N:9]3[CH2:13][C:12]([CH2:15][N:16]4[CH2:21][CH2:20][CH:19]([NH:22]C(=O)OC(C)(C)C)[CH2:18][CH2:17]4)([OH:14])[C:11]=1[C:10]=23. (4) Given the product [Cl:1][C:2]1[C:3]([F:11])=[C:4]([CH:8]=[CH:9][CH:10]=1)[C:5]([NH:13][CH2:14][C:15]1[CH:26]=[CH:25][C:24]([C:27]#[N:28])=[CH:23][C:16]=1[O:17][CH2:18][C:19](=[O:20])[NH:21][CH3:22])=[O:7], predict the reactants needed to synthesize it. The reactants are: [Cl:1][C:2]1[C:3]([F:11])=[C:4]([CH:8]=[CH:9][CH:10]=1)[C:5]([OH:7])=O.Cl.[NH2:13][CH2:14][C:15]1[CH:26]=[CH:25][C:24]([C:27]#[N:28])=[CH:23][C:16]=1[O:17][CH2:18][C:19]([NH:21][CH3:22])=[O:20]. (5) Given the product [F:1][C:2]([F:11])([F:12])[C:3]1[CH:10]=[CH:9][CH:8]=[CH:7][C:4]=1[CH2:5][NH:6][C:28]([C:24]1[S:23][C:22]([NH:21][C:13](=[O:20])[C:14]2[CH:15]=[CH:16][CH:17]=[CH:18][CH:19]=2)=[N:26][C:25]=1[CH3:27])=[O:29], predict the reactants needed to synthesize it. The reactants are: [F:1][C:2]([F:12])([F:11])[C:3]1[CH:10]=[CH:9][CH:8]=[CH:7][C:4]=1[CH2:5][NH2:6].[C:13]([NH:21][C:22]1[S:23][C:24]([C:28](Cl)=[O:29])=[C:25]([CH3:27])[N:26]=1)(=[O:20])[C:14]1[CH:19]=[CH:18][CH:17]=[CH:16][CH:15]=1. (6) Given the product [Cl:42][C:39]1[CH:40]=[CH:41][C:36]([C:28]2[N:29]=[C:30]3[CH:35]=[CH:34][CH:33]=[CH:32][N:31]3[C:27]=2[CH2:26][N:43]2[C:51]3[C:46](=[CH:47][CH:48]=[CH:49][CH:50]=3)[C:45]([C:52]([O:54][CH3:55])=[O:53])=[CH:44]2)=[CH:37][CH:38]=1, predict the reactants needed to synthesize it. The reactants are: N1(CC2N3C=C(C)C=CC3=NC=2C2C=CC(C)=CC=2)C=CN=C1.Cl.Cl[CH2:26][C:27]1[N:31]2[CH:32]=[CH:33][CH:34]=[CH:35][C:30]2=[N:29][C:28]=1[C:36]1[CH:41]=[CH:40][C:39]([Cl:42])=[CH:38][CH:37]=1.[NH:43]1[C:51]2[C:46](=[CH:47][CH:48]=[CH:49][CH:50]=2)[C:45]([C:52]([O:54][CH3:55])=[O:53])=[CH:44]1.